Task: Predict the reactants needed to synthesize the given product.. Dataset: Full USPTO retrosynthesis dataset with 1.9M reactions from patents (1976-2016) (1) Given the product [Cl:23][C:17]1[CH:18]=[CH:19][C:20]([Cl:22])=[CH:21][C:16]=1[C:8]1[CH:9]=[C:10]([F:15])[CH:11]=[C:12]2[C:7]=1[O:6][C@@H:5]([CH2:4][NH2:1])[CH:14]=[CH:13]2, predict the reactants needed to synthesize it. The reactants are: [N:1]([CH2:4][C@H:5]1[CH2:14][CH2:13][C:12]2[C:7](=[C:8]([C:16]3[CH:21]=[C:20]([Cl:22])[CH:19]=[CH:18][C:17]=3[Cl:23])[CH:9]=[C:10]([F:15])[CH:11]=2)[O:6]1)=[N+]=[N-].C1(P(C2C=CC=CC=2)C2C=CC=CC=2)C=CC=CC=1.CO. (2) Given the product [O:1]1[CH2:2][CH2:3][CH2:4][CH2:5][CH:6]1[O:8][C:9]1[CH:10]=[CH:11][C:12]([CH:13]=[CH:14][C:15]([OH:17])=[O:16])=[CH:18][CH:19]=1, predict the reactants needed to synthesize it. The reactants are: [O:1]1[CH:6]=[CH:5][CH2:4][CH2:3][CH2:2]1.C[O:8][C:9]1[CH:19]=[CH:18][C:12]([CH:13]=[CH:14][C:15]([OH:17])=[O:16])=[CH:11][CH:10]=1.C1(C)C=CC(S(O)(=O)=O)=CC=1.Cl. (3) The reactants are: [CH2:1]([O:8][C:9]([NH:11][C@@H:12]([CH3:25])[C:13]([C:15]1([C:18]([O:20][C:21]([CH3:24])([CH3:23])[CH3:22])=[O:19])[CH2:17][CH2:16]1)=[O:14])=[O:10])[C:2]1[CH:7]=[CH:6][CH:5]=[CH:4][CH:3]=1.[BH4-].[Na+].O. Given the product [CH2:1]([O:8][C:9]([NH:11][C@@H:12]([CH3:25])[CH:13]([C:15]1([C:18]([O:20][C:21]([CH3:24])([CH3:23])[CH3:22])=[O:19])[CH2:17][CH2:16]1)[OH:14])=[O:10])[C:2]1[CH:3]=[CH:4][CH:5]=[CH:6][CH:7]=1, predict the reactants needed to synthesize it. (4) Given the product [CH3:36][O:35][C:30]1[CH:31]=[CH:32][CH:33]=[C:34]2[C:29]=1[N:28]=[CH:27][CH:26]=[C:25]2[N:4]1[CH2:5][CH2:6][N:1]([CH2:7][CH2:8][N:9]([CH2:21][CH2:22][CH3:23])[CH:10]2[CH2:19][CH2:18][C:17]3[C:16]([OH:20])=[CH:15][CH:14]=[CH:13][C:12]=3[CH2:11]2)[CH2:2][CH2:3]1, predict the reactants needed to synthesize it. The reactants are: [N:1]1([CH2:7][CH2:8][N:9]([CH2:21][CH2:22][CH3:23])[CH:10]2[CH2:19][CH2:18][C:17]3[C:16]([OH:20])=[CH:15][CH:14]=[CH:13][C:12]=3[CH2:11]2)[CH2:6][CH2:5][NH:4][CH2:3][CH2:2]1.Cl[C:25]1[C:34]2[C:29](=[C:30]([O:35][CH3:36])[CH:31]=[CH:32][CH:33]=2)[N:28]=[CH:27][CH:26]=1.